From a dataset of Forward reaction prediction with 1.9M reactions from USPTO patents (1976-2016). Predict the product of the given reaction. (1) Given the reactants [CH3:1][C:2]1[C:11]([CH2:12][C:13]2[CH:14]=[CH:15][C:16]([C:19]3[CH:24]=[CH:23][N:22]=[C:21]([CH3:25])[CH:20]=3)=[N:17][CH:18]=2)=[CH:10][C:5]([C:6]([O:8][CH3:9])=[O:7])=[C:4]([CH:26]=C)[CH:3]=1.CC(C)=[O:30].C(#N)C.I([O-])(=O)(=O)=O.[Na+], predict the reaction product. The product is: [CH:26]([C:4]1[CH:3]=[C:2]([CH3:1])[C:11]([CH2:12][C:13]2[CH:14]=[CH:15][C:16]([C:19]3[CH:24]=[CH:23][N:22]=[C:21]([CH3:25])[CH:20]=3)=[N:17][CH:18]=2)=[CH:10][C:5]=1[C:6]([O:8][CH3:9])=[O:7])=[O:30]. (2) The product is: [ClH:1].[ClH:1].[ClH:1].[ClH:1].[N:51]1[CH:52]=[CH:53][C:48]([CH2:47][N:15]([CH2:14][C:11]2[CH:10]=[CH:9][N:8]=[CH:13][CH:12]=2)[CH2:16][CH2:17][C:18]2([CH2:24][CH2:25][N:26]3[CH2:31][CH2:30][CH:29]([N:32]([C:40]4[CH:41]=[CH:42][C:43]([CH3:46])=[CH:44][CH:45]=4)[C:33]([C:35]4[O:36][CH:37]=[CH:38][CH:39]=4)=[O:34])[CH2:28][CH2:27]3)[CH2:23][CH2:22][CH2:21][CH2:20][CH2:19]2)=[CH:49][CH:50]=1. Given the reactants [ClH:1].C(OCC)(=O)C.[N:8]1[CH:13]=[CH:12][C:11]([CH2:14][N:15]([CH2:47][C:48]2[CH:53]=[CH:52][N:51]=[CH:50][CH:49]=2)[CH2:16][CH2:17][C:18]2([CH2:24][CH2:25][N:26]3[CH2:31][CH2:30][CH:29]([N:32]([C:40]4[CH:45]=[CH:44][C:43]([CH3:46])=[CH:42][CH:41]=4)[C:33]([C:35]4[O:36][CH:37]=[CH:38][CH:39]=4)=[O:34])[CH2:28][CH2:27]3)[CH2:23][CH2:22][CH2:21][CH2:20][CH2:19]2)=[CH:10][CH:9]=1.C(O)C, predict the reaction product.